Task: Predict the reactants needed to synthesize the given product.. Dataset: Full USPTO retrosynthesis dataset with 1.9M reactions from patents (1976-2016) Given the product [N:9]1[CH:10]=[CH:11][CH:6]=[CH:7][C:8]=1[C:12]([OH:13])=[O:3], predict the reactants needed to synthesize it. The reactants are: CN.[OH2:3].Cl.Cl[C:6]1[CH:11]=[CH:10][N:9]=[C:8]([C:12](Cl)=[O:13])[CH:7]=1.